From a dataset of Peptide-MHC class II binding affinity with 134,281 pairs from IEDB. Regression. Given a peptide amino acid sequence and an MHC pseudo amino acid sequence, predict their binding affinity value. This is MHC class II binding data. (1) The peptide sequence is DYLILKNLTGLVSAG. The MHC is DRB1_0901 with pseudo-sequence DRB1_0901. The binding affinity (normalized) is 0.204. (2) The peptide sequence is KIDAAFKVAATAAAT. The MHC is DRB1_1501 with pseudo-sequence DRB1_1501. The binding affinity (normalized) is 0.550. (3) The peptide sequence is PNYLALLVKYVDGDG. The MHC is DRB1_0405 with pseudo-sequence DRB1_0405. The binding affinity (normalized) is 0.630.